From a dataset of Reaction yield outcomes from USPTO patents with 853,638 reactions. Predict the reaction yield, written as a fraction of the theoretical maximum amount of product (1.0 means a 100% yield; for example, 0.34 means a 34% yield). The catalyst is CN(C=O)C. The yield is 0.390. The reactants are [Br:1][C:2]1[CH:3]=[C:4]([N:8]2[C:16]3[CH:15]=[C:14](Cl)[N:13]=[CH:12][C:11]=3[C:10]([C:18]([O:20]C)=[O:19])=[N:9]2)[CH:5]=[CH:6][CH:7]=1.[CH3:22][O-:23].[Na+].CO.Cl. The product is [Br:1][C:2]1[CH:3]=[C:4]([N:8]2[C:16]3[CH:15]=[C:14]([O:23][CH3:22])[N:13]=[CH:12][C:11]=3[C:10]([C:18]([OH:20])=[O:19])=[N:9]2)[CH:5]=[CH:6][CH:7]=1.